From a dataset of Full USPTO retrosynthesis dataset with 1.9M reactions from patents (1976-2016). Predict the reactants needed to synthesize the given product. (1) Given the product [C:1](=[O:14])([O:5][CH2:6][C:7]([O:9][C:10]([CH3:13])([CH3:12])[CH3:11])=[O:8])[O:2][CH2:3][I:15], predict the reactants needed to synthesize it. The reactants are: [C:1](=[O:14])([O:5][CH2:6][C:7]([O:9][C:10]([CH3:13])([CH3:12])[CH3:11])=[O:8])[O:2][CH2:3]Cl.[I-:15].[Na+]. (2) The reactants are: [NH2:1][C:2]1[S:3][CH:4]=[CH:5][N:6]=1.[CH2:7]([O:9][C:10](=[O:13])[CH2:11][Br:12])[CH3:8]. Given the product [BrH:12].[NH:1]=[C:2]1[N:6]([CH2:11][C:10]([O:9][CH2:7][CH3:8])=[O:13])[CH:5]=[CH:4][S:3]1, predict the reactants needed to synthesize it. (3) Given the product [NH2:24][C:10]1[CH:11]=[C:12]([NH:15][C:16](=[O:23])[C:17]2[CH:22]=[CH:21][CH:20]=[CH:19][CH:18]=2)[CH:13]=[CH:14][C:9]=1[S:8][C:5]1[CH:4]=[CH:3][C:2]([OH:1])=[CH:7][CH:6]=1, predict the reactants needed to synthesize it. The reactants are: [OH:1][C:2]1[CH:7]=[CH:6][C:5]([S:8][C:9]2[CH:14]=[CH:13][C:12]([NH:15][C:16](=[O:23])[C:17]3[CH:22]=[CH:21][CH:20]=[CH:19][CH:18]=3)=[CH:11][C:10]=2[N+:24]([O-])=O)=[CH:4][CH:3]=1. (4) Given the product [C:1]([O:5][C:6](=[O:46])[CH2:7][CH2:8][CH2:9][CH2:10][CH2:11][CH2:12][CH2:13][CH2:14][CH2:15][CH2:16][CH2:17][CH2:18][CH2:19][CH2:20][CH2:21][CH2:22][C:23](=[O:45])[N:24]([CH2:25][CH2:26][C:27]([O:29][C:30]([CH3:33])([CH3:32])[CH3:31])=[O:28])[CH2:34][C:35]([OH:37])=[O:36])([CH3:4])([CH3:2])[CH3:3], predict the reactants needed to synthesize it. The reactants are: [C:1]([O:5][C:6](=[O:46])[CH2:7][CH2:8][CH2:9][CH2:10][CH2:11][CH2:12][CH2:13][CH2:14][CH2:15][CH2:16][CH2:17][CH2:18][CH2:19][CH2:20][CH2:21][CH2:22][C:23](=[O:45])[N:24]([CH2:34][C:35]([O:37]CC1C=CC=CC=1)=[O:36])[CH2:25][CH2:26][C:27]([O:29][C:30]([CH3:33])([CH3:32])[CH3:31])=[O:28])([CH3:4])([CH3:3])[CH3:2]. (5) The reactants are: [CH2:1]([O:3][C:4]([C:6]1[C:11](=[O:12])[NH:10][C:9]2[CH:13]=[CH:14][S:15][C:8]=2[C:7]=1[N:16]1[CH2:21][CH2:20][N:19]([C:22]([C:24]2[O:25][CH:26]=[CH:27][CH:28]=2)=[O:23])[CH2:18][CH2:17]1)=[O:5])[CH3:2].Cl[CH2:30][C:31]([C:33]1[CH:38]=[CH:37][CH:36]=[CH:35][CH:34]=1)=[O:32].C(OC(C1C(=O)N(CC2C=CC(F)=CC=2)C2C=CSC=2C=1N1CCN(C(C2OC=CC=2)=O)CC1)=O)C. Given the product [CH2:1]([O:3][C:4]([C:6]1[C:11](=[O:12])[N:10]([CH2:30][C:31](=[O:32])[C:33]2[CH:38]=[CH:37][CH:36]=[CH:35][CH:34]=2)[C:9]2[CH:13]=[CH:14][S:15][C:8]=2[C:7]=1[N:16]1[CH2:21][CH2:20][N:19]([C:22]([C:24]2[O:25][CH:26]=[CH:27][CH:28]=2)=[O:23])[CH2:18][CH2:17]1)=[O:5])[CH3:2], predict the reactants needed to synthesize it. (6) Given the product [O:7]=[C:6]1[C:8]2[N:9]=[CH:10][CH:11]=[CH:12][C:13]=2[CH:14]=[C:15]([C:16]([O:18][CH2:19][CH3:20])=[O:17])[NH:5]1, predict the reactants needed to synthesize it. The reactants are: C([NH:5][C:6]([C:8]1[C:13]([CH2:14][C:15](=O)[C:16]([O:18][CH2:19][CH3:20])=[O:17])=[CH:12][CH:11]=[CH:10][N:9]=1)=[O:7])(C)(C)C.C([O-])(=O)C.[NH4+]. (7) Given the product [CH3:9][C:3]1([CH2:2][N:10]2[CH2:14][CH2:13][CH2:12][CH2:11]2)[CH2:7][O:6][C:5](=[O:8])[NH:4]1, predict the reactants needed to synthesize it. The reactants are: Cl[CH2:2][C:3]1([CH3:9])[CH2:7][O:6][C:5](=[O:8])[NH:4]1.[NH:10]1[CH2:14][CH2:13][CH2:12][CH2:11]1.[I-].[Na+].CO. (8) Given the product [CH:10]([C@H:12]1[CH2:21][C:20]2[C:15](=[CH:16][CH:17]=[CH:18][CH:19]=2)[CH2:14][N:13]1[C:22]([O:24][C:25]([CH3:28])([CH3:27])[CH3:26])=[O:23])=[O:11], predict the reactants needed to synthesize it. The reactants are: [H-].[Al+3].[Li+].[H-].[H-].[H-].CON(C)[C:10]([C@H:12]1[CH2:21][C:20]2[C:15](=[CH:16][CH:17]=[CH:18][CH:19]=2)[CH2:14][N:13]1[C:22]([O:24][C:25]([CH3:28])([CH3:27])[CH3:26])=[O:23])=[O:11]. (9) Given the product [CH3:23][N:24]1[C:32]2[C:27](=[C:28]([CH3:33])[CH:29]=[CH:30][CH:31]=2)[C:26]([CH2:34][N:12]2[C:13]3[C:18](=[CH:17][CH:16]=[CH:15][CH:14]=3)[C:19](=[O:20])[N:10]([CH2:8][CH2:9][N:10]3[CH2:11][CH2:39][O:42][CH2:9][CH2:8]3)[C:11]2=[O:21])=[CH:25]1, predict the reactants needed to synthesize it. The reactants are: ClC1C=CC([CH:8]([N:10]2[C:19](=[O:20])[C:18]3[C:13](=[CH:14][CH:15]=[CH:16][CH:17]=3)[NH:12][C:11]2=[O:21])[CH3:9])=CC=1.[I-].[CH3:23][N:24]1[C:32]2[C:27](=[C:28]([CH3:33])[CH:29]=[CH:30][CH:31]=2)[C:26]([CH2:34][N+](C)(C)C)=[CH:25]1.[C:39]([O-:42])([O-])=O.[K+].[K+].